Dataset: Reaction yield outcomes from USPTO patents with 853,638 reactions. Task: Predict the reaction yield, written as a fraction of the theoretical maximum amount of product (1.0 means a 100% yield; for example, 0.34 means a 34% yield). The reactants are [C:1](OC(O[C:1]([CH3:4])([CH3:3])[CH3:2])N(C)C)([CH3:4])([CH3:3])[CH3:2].[Cl:15][C:16]1[N:21]=[C:20]2[O:22][C:23]([C:29]3[CH:34]=[CH:33][C:32]([F:35])=[CH:31][CH:30]=3)=[C:24]([C:25](=[O:28])[NH:26][CH3:27])[C:19]2=[CH:18][C:17]=1[C:36]1[CH:37]=[CH:38][C:39]([F:45])=[C:40]([CH:44]=1)[C:41]([OH:43])=[O:42]. The catalyst is CN(C=O)C. The product is [Cl:15][C:16]1[N:21]=[C:20]2[O:22][C:23]([C:29]3[CH:34]=[CH:33][C:32]([F:35])=[CH:31][CH:30]=3)=[C:24]([C:25](=[O:28])[NH:26][CH3:27])[C:19]2=[CH:18][C:17]=1[C:36]1[CH:37]=[CH:38][C:39]([F:45])=[C:40]([CH:44]=1)[C:41]([O:43][C:1]([CH3:4])([CH3:3])[CH3:2])=[O:42]. The yield is 0.670.